From a dataset of Catalyst prediction with 721,799 reactions and 888 catalyst types from USPTO. Predict which catalyst facilitates the given reaction. (1) Reactant: [Cl:1][C:2]1[CH:7]=[CH:6][C:5]([N:8]2[CH:12]=[CH:11][C:10]([O:13][CH2:14][C:15](=O)[CH3:16])=[N:9]2)=[CH:4][CH:3]=1.C(OP([CH2:26]/[C:27](=[N:32]\[O:33][CH3:34])/[C:28]([O:30][CH3:31])=[O:29])(OCC)=O)C. Product: [Cl:1][C:2]1[CH:3]=[CH:4][C:5]([N:8]2[CH:12]=[CH:11][C:10]([O:13][CH2:14]/[C:15](/[CH3:16])=[CH:26]\[C:27](=[N:32]/[O:33][CH3:34])\[C:28]([O:30][CH3:31])=[O:29])=[N:9]2)=[CH:6][CH:7]=1. The catalyst class is: 1. (2) Reactant: C([O:3][C:4](=[O:27])[CH2:5][CH:6]([C:21]1[CH:22]=[N:23][CH:24]=[N:25][CH:26]=1)[CH2:7][CH2:8][CH2:9][CH2:10][CH2:11][CH2:12][C:13]1[CH:18]=[CH:17][CH:16]=[C:15]([NH:19][CH3:20])[N:14]=1)C.[OH-].[Na+].Cl. Product: [CH3:20][NH:19][C:15]1[N:14]=[C:13]([CH2:12][CH2:11][CH2:10][CH2:9][CH2:8][CH2:7][CH:6]([C:21]2[CH:22]=[N:23][CH:24]=[N:25][CH:26]=2)[CH2:5][C:4]([OH:27])=[O:3])[CH:18]=[CH:17][CH:16]=1. The catalyst class is: 87. (3) Reactant: [Br:1][C:2]1[C:3](Cl)=[N:4][C:5]([Cl:8])=[N:6][CH:7]=1.[NH2:10][CH2:11][CH2:12][CH2:13][N:14]1[CH2:18][CH2:17][CH2:16][C:15]1=[O:19].C(=O)([O-])[O-].[K+].[K+]. The catalyst class is: 12. Product: [Cl:8][C:5]1[N:4]=[C:3]([NH:10][CH2:11][CH2:12][CH2:13][N:14]2[CH2:18][CH2:17][CH2:16][C:15]2=[O:19])[C:2]([Br:1])=[CH:7][N:6]=1. (4) Reactant: [Cl:1][C:2]1[C:3]([N:8]2[C:12]([C:13]3[O:26][C:25](=[O:27])[C:24]4[C:15](=[C:16]([O:32][CH3:33])[C:17]5[C:22]([CH:23]=4)=[N:21][C:20]([C:28]([F:31])([F:30])[F:29])=[CH:19][CH:18]=5)[N:14]=3)=[CH:11][C:10]([C:34]([F:37])([F:36])[F:35])=[N:9]2)=[N:4][CH:5]=[CH:6][CH:7]=1.[CH3:38][NH2:39]. The catalyst class is: 1. Product: [CH3:38][NH:39][C:25]([C:24]1[CH:23]=[C:22]2[C:17]([CH:18]=[CH:19][C:20]([C:28]([F:29])([F:30])[F:31])=[N:21]2)=[C:16]([O:32][CH3:33])[C:15]=1[NH:14][C:13]([C:12]1[N:8]([C:3]2[C:2]([Cl:1])=[CH:7][CH:6]=[CH:5][N:4]=2)[N:9]=[C:10]([C:34]([F:35])([F:37])[F:36])[CH:11]=1)=[O:26])=[O:27]. (5) Reactant: [Si]([O:8][CH2:9][C:10]1[CH:11]=[C:12]([C:25]2[CH:26]=[CH:27][C:28]3[C:33]([CH:34]=2)=[CH:32][CH:31]=[CH:30][CH:29]=3)[CH:13]=[C:14]([CH2:16][O:17][Si](C(C)(C)C)(C)C)[CH:15]=1)(C(C)(C)C)(C)C.[C:35](Cl)([C:52]1[CH:57]=[CH:56][CH:55]=[CH:54][CH:53]=1)([C:44]1[CH:51]=[CH:50][C:47]([O:48][CH3:49])=[CH:46][CH:45]=1)[C:36]1[CH:43]=[CH:42][C:39]([O:40][CH3:41])=[CH:38][CH:37]=1. Product: [OH:17][CH2:16][C:14]1[CH:13]=[C:12]([C:25]2[C:26]3[C:31](=[CH:32][CH:33]=[CH:28][CH:27]=3)[CH:30]=[CH:29][CH:34]=2)[CH:11]=[C:10]([CH2:9][O:8][C:35]([C:52]2[CH:57]=[CH:56][CH:55]=[CH:54][CH:53]=2)([C:44]2[CH:51]=[CH:50][C:47]([O:48][CH3:49])=[CH:46][CH:45]=2)[C:36]2[CH:43]=[CH:42][C:39]([O:40][CH3:41])=[CH:38][CH:37]=2)[CH:15]=1. The catalyst class is: 22. (6) Reactant: [C:1]([O:5][C:6]([N:8]1[CH2:13][CH2:12][CH:11]([NH:14][NH:15][C:16](OC(C)(C)C)=O)[CH2:10][CH2:9]1)=[O:7])([CH3:4])([CH3:3])[CH3:2].C(N(C(C)C)CC)(C)C.[Cl:32][C:33]1[C:38](C=O)=[C:37](Cl)[N:36]=[CH:35][N:34]=1.C1(C)C=CC=CC=1. Product: [C:1]([O:5][C:6]([N:8]1[CH2:9][CH2:10][CH:11]([N:14]2[C:37]3=[N:36][CH:35]=[N:34][C:33]([Cl:32])=[C:38]3[CH:16]=[N:15]2)[CH2:12][CH2:13]1)=[O:7])([CH3:2])([CH3:3])[CH3:4]. The catalyst class is: 217. (7) Reactant: Br[CH2:2][C:3]1[S:7][CH:6]=[N:5][C:4]=1[Cl:8].[CH3:9][C:10]1[N:15]=[C:14]([SH:16])[N:13]=[C:12]([OH:17])[CH:11]=1.C(N(CC)CC)C. Product: [Cl:8][C:4]1[N:5]=[CH:6][S:7][C:3]=1[CH2:2][S:16][C:14]1[N:13]=[C:12]([OH:17])[CH:11]=[C:10]([CH3:9])[N:15]=1. The catalyst class is: 8.